Regression/Classification. Given a drug SMILES string, predict its absorption, distribution, metabolism, or excretion properties. Task type varies by dataset: regression for continuous measurements (e.g., permeability, clearance, half-life) or binary classification for categorical outcomes (e.g., BBB penetration, CYP inhibition). For this dataset (solubility_aqsoldb), we predict Y. From a dataset of Aqueous solubility values for 9,982 compounds from the AqSolDB database. (1) The Y is 0.620 log mol/L. The molecule is CCCO. (2) The drug is CCOc1ccccc1. The Y is -2.33 log mol/L.